Dataset: Forward reaction prediction with 1.9M reactions from USPTO patents (1976-2016). Task: Predict the product of the given reaction. (1) The product is: [CH3:28][O:1][C@@H:2]([C:4]1[CH:5]=[CH:6][C:7]2[CH:23]=[CH:22][C:11]3=[N:12][CH:13]=[C:14]([C:16]4[CH:17]=[N:18][N:19]([CH3:21])[CH:20]=4)[CH:15]=[C:10]3[C:9](=[O:24])[C:8]=2[CH:25]=1)[CH3:3]. Given the reactants [OH:1][C@@H:2]([C:4]1[CH:5]=[CH:6][C:7]2[CH:23]=[CH:22][C:11]3=[N:12][CH:13]=[C:14]([C:16]4[CH:17]=[N:18][N:19]([CH3:21])[CH:20]=4)[CH:15]=[C:10]3[C:9](=[O:24])[C:8]=2[CH:25]=1)[CH3:3].[H-].[Na+].[CH3:28]I.[Cl-].[NH4+], predict the reaction product. (2) Given the reactants C[O:2][C:3]([C:5]1[CH:10]=[CH:9][N:8]=[CH:7][C:6]=1[CH:11]1[CH2:16][CH2:15][N:14]([C:17]([O:19][C:20]([CH3:23])([CH3:22])[CH3:21])=[O:18])[CH2:13][CH2:12]1)=O.[H-].[H-].[H-].[H-].[Li+].[Al+3], predict the reaction product. The product is: [C:20]([O:19][C:17]([N:14]1[CH2:15][CH2:16][CH:11]([C:6]2[CH:7]=[N:8][CH:9]=[CH:10][C:5]=2[CH2:3][OH:2])[CH2:12][CH2:13]1)=[O:18])([CH3:23])([CH3:21])[CH3:22]. (3) The product is: [Cl:12][C:4]1[N:3]=[C:2]([O:19][CH2:20][C@H:21]2[O:26][CH2:25][CH2:24][N:23]([C:27]([O:29][C:30]([CH3:33])([CH3:32])[CH3:31])=[O:28])[CH2:22]2)[C:11]2[C:6](=[N:7][CH:8]=[CH:9][N:10]=2)[CH:5]=1. Given the reactants Cl[C:2]1[C:11]2[C:6](=[N:7][CH:8]=[CH:9][N:10]=2)[CH:5]=[C:4]([Cl:12])[N:3]=1.C(=O)([O-])[O-].[K+].[K+].[OH:19][CH2:20][C@H:21]1[O:26][CH2:25][CH2:24][N:23]([C:27]([O:29][C:30]([CH3:33])([CH3:32])[CH3:31])=[O:28])[CH2:22]1.O, predict the reaction product. (4) The product is: [Cl:13][C:8]1[CH:9]=[CH:10][CH:11]=[CH:12][C:7]=1[C:6]([NH:5][CH2:4][C:3]([OH:15])=[O:2])=[O:14]. Given the reactants C[O:2][C:3](=[O:15])[CH2:4][NH:5][C:6](=[O:14])[C:7]1[CH:12]=[CH:11][CH:10]=[CH:9][C:8]=1[Cl:13].O.[OH-].[Li+], predict the reaction product. (5) Given the reactants [SH:1][CH2:2][CH:3]1[CH2:8][CH2:7][N:6]([C:9]([O:11][C:12]([CH3:15])([CH3:14])[CH3:13])=[O:10])[CH2:5][CH2:4]1.CC1(C)C2C(=C(P(C3C=CC=CC=3)C3C=CC=CC=3)C=CC=2)OC2C(P(C3C=CC=CC=3)C3C=CC=CC=3)=CC=CC1=2.Br[C:59]1[CH:60]=[N:61][N:62]([CH:64]([CH3:66])[CH3:65])[CH:63]=1.C(N(CC)C(C)C)(C)C, predict the reaction product. The product is: [CH:64]([N:62]1[CH:63]=[C:59]([S:1][CH2:2][CH:3]2[CH2:8][CH2:7][N:6]([C:9]([O:11][C:12]([CH3:15])([CH3:14])[CH3:13])=[O:10])[CH2:5][CH2:4]2)[CH:60]=[N:61]1)([CH3:66])[CH3:65]. (6) Given the reactants [O:1]1[CH2:5][CH2:4][C@@H:3]([CH2:6][OH:7])[CH2:2]1.C(N(CC)CC)C.[CH3:15][S:16](Cl)(=[O:18])=[O:17], predict the reaction product. The product is: [CH3:15][S:16]([O:7][CH2:6][CH:3]1[CH2:4][CH2:5][O:1][CH2:2]1)(=[O:18])=[O:17]. (7) Given the reactants [CH:1]1([C:4]2[CH:5]=[C:6]([NH2:9])[NH:7][N:8]=2)[CH2:3][CH2:2]1.[Cl:10][C:11]1[N:16]=[C:15](Cl)[N:14]=[C:13]([C:18]2[CH:23]=[CH:22][CH:21]=[CH:20][CH:19]=2)[N:12]=1.C(N(C(C)C)CC)(C)C, predict the reaction product. The product is: [Cl:10][C:11]1[N:12]=[C:13]([C:18]2[CH:23]=[CH:22][CH:21]=[CH:20][CH:19]=2)[N:14]=[C:15]([NH:9][C:6]2[NH:7][N:8]=[C:4]([CH:1]3[CH2:3][CH2:2]3)[CH:5]=2)[N:16]=1. (8) Given the reactants [CH3:1][C:2]([O:5][C:6]([N:8]1[CH2:13][CH2:12][N:11]([CH3:14])[CH2:10][CH:9]1[C:15](=[O:20])N(OC)C)=[O:7])([CH3:4])[CH3:3].[Cl:21][C:22]1[CH:23]=[C:24]([Cl:31])[C:25]2[O:29][CH:28]=[CH:27][C:26]=2[CH:30]=1, predict the reaction product. The product is: [C:2]([O:5][C:6]([N:8]1[CH2:13][CH2:12][N:11]([CH3:14])[CH2:10][CH:9]1[C:15]([C:28]1[O:29][C:25]2[C:24]([Cl:31])=[CH:23][C:22]([Cl:21])=[CH:30][C:26]=2[CH:27]=1)=[O:20])=[O:7])([CH3:1])([CH3:3])[CH3:4]. (9) Given the reactants C(OC([NH:8][CH:9]1[CH2:18][C:17]2[C:12](=[CH:13][C:14]([C:19]3[CH:20]=[CH:21][N:22]4[C:27]([C:28]=3[CH3:29])=[C:26]([CH:30]3[CH2:32][CH2:31]3)[CH:25]=[C:24]([C:33]([OH:35])=[O:34])[C:23]4=[O:36])=[CH:15][CH:16]=2)[NH:11][C:10]1=[O:37])=O)(C)(C)C.[ClH:38].O1CCOCC1, predict the reaction product. The product is: [ClH:38].[NH2:8][CH:9]1[CH2:18][C:17]2[C:12](=[CH:13][C:14]([C:19]3[CH:20]=[CH:21][N:22]4[C:27]([C:28]=3[CH3:29])=[C:26]([CH:30]3[CH2:31][CH2:32]3)[CH:25]=[C:24]([C:33]([OH:35])=[O:34])[C:23]4=[O:36])=[CH:15][CH:16]=2)[NH:11][C:10]1=[O:37]. (10) Given the reactants Cl[C:2]1[CH:7]=[N:6][CH:5]=[C:4]([N:8]2[CH2:13][CH2:12][NH:11][CH2:10][CH2:9]2)[N:3]=1.[C:14]([C:16]1[CH:17]=[C:18]([CH:21]=[CH:22][CH:23]=1)[CH2:19][OH:20])#[N:15], predict the reaction product. The product is: [C:14]([C:16]1[CH:17]=[C:18]([CH:21]=[CH:22][CH:23]=1)[CH2:19][O:20][C:2]1[CH:7]=[N:6][CH:5]=[C:4]([N:8]2[CH2:13][CH2:12][NH:11][CH2:10][CH2:9]2)[N:3]=1)#[N:15].